Dataset: Full USPTO retrosynthesis dataset with 1.9M reactions from patents (1976-2016). Task: Predict the reactants needed to synthesize the given product. (1) Given the product [CH3:26][O:25][C:11]1[CH:10]=[C:9]([NH:8][C:4]2[N:5]=[CH:6][N:7]=[C:2]([C:39]3[CH:40]=[CH:41][C:34]([O:33][CH:30]4[CH2:31][CH2:32][O:27][CH2:28][CH2:29]4)=[C:35]([CH:38]=3)[C:36]#[N:37])[N:3]=2)[CH:14]=[CH:13][C:12]=1[N:15]1[CH2:20][CH2:19][N:18]([CH:21]2[CH2:24][O:23][CH2:22]2)[CH2:17][CH2:16]1, predict the reactants needed to synthesize it. The reactants are: Cl[C:2]1[N:7]=[CH:6][N:5]=[C:4]([NH:8][C:9]2[CH:14]=[CH:13][C:12]([N:15]3[CH2:20][CH2:19][N:18]([CH:21]4[CH2:24][O:23][CH2:22]4)[CH2:17][CH2:16]3)=[C:11]([O:25][CH3:26])[CH:10]=2)[N:3]=1.[O:27]1[CH2:32][CH2:31][CH:30]([O:33][C:34]2[CH:41]=[CH:40][C:39](B3OC(C)(C)C(C)(C)O3)=[CH:38][C:35]=2[C:36]#[N:37])[CH2:29][CH2:28]1.C(=O)([O-])[O-].[Na+].[Na+]. (2) Given the product [F:1][C:2]1[CH:3]=[C:4]([CH2:5][NH:6][C:7]([C:9]2[C:10]([CH2:22][CH2:23][CH3:24])=[N:11][C:12]([N:16]3[CH2:21][CH2:20][O:19][CH2:18][CH2:17]3)=[CH:13][C:14]=2[CH3:15])=[O:8])[CH:25]=[CH:26][CH:27]=1, predict the reactants needed to synthesize it. The reactants are: [F:1][C:2]1[CH:3]=[C:4]([CH:25]=[CH:26][CH:27]=1)[CH2:5][NH:6][C:7]([C:9]1[C:10](/[CH:22]=[CH:23]/[CH3:24])=[N:11][C:12]([N:16]2[CH2:21][CH2:20][O:19][CH2:18][CH2:17]2)=[CH:13][C:14]=1[CH3:15])=[O:8]. (3) Given the product [F:29][C:20]1[CH:21]=[C:22]([S:25]([CH3:28])(=[O:27])=[O:26])[CH:23]=[CH:24][C:19]=1[O:18][C@H:15]1[CH2:16][CH2:17][N:13]([CH:10]2[CH2:11][CH2:12][N:7]([C:5]3[S:4][N:3]=[C:2]([O:37][C:31]4[CH:36]=[CH:35][CH:34]=[CH:33][CH:32]=4)[N:6]=3)[CH2:8][CH2:9]2)[C:14]1=[O:30], predict the reactants needed to synthesize it. The reactants are: Br[C:2]1[N:6]=[C:5]([N:7]2[CH2:12][CH2:11][CH:10]([N:13]3[CH2:17][CH2:16][C@H:15]([O:18][C:19]4[CH:24]=[CH:23][C:22]([S:25]([CH3:28])(=[O:27])=[O:26])=[CH:21][C:20]=4[F:29])[C:14]3=[O:30])[CH2:9][CH2:8]2)[S:4][N:3]=1.[C:31]1([OH:37])[CH:36]=[CH:35][CH:34]=[CH:33][CH:32]=1.C([O-])([O-])=O.[Cs+].[Cs+].